Dataset: Full USPTO retrosynthesis dataset with 1.9M reactions from patents (1976-2016). Task: Predict the reactants needed to synthesize the given product. (1) The reactants are: CCCC[N+](CCCC)(CCCC)CCCC.[F-].C1COCC1.[Si]([O:41][C@H:42]1[CH2:47][CH2:46][N:45]([C:48]([O:50][CH2:51][C:52]2[CH:57]=[CH:56][CH:55]=[CH:54][CH:53]=2)=[O:49])[C@H:44]([C:58]2[CH:63]=[CH:62][C:61]([C:64]#[N:65])=[CH:60][CH:59]=2)[CH2:43]1)(C(C)(C)C)(C1C=CC=CC=1)C1C=CC=CC=1. Given the product [C:64]([C:61]1[CH:60]=[CH:59][C:58]([C@@H:44]2[CH2:43][C@@H:42]([OH:41])[CH2:47][CH2:46][N:45]2[C:48]([O:50][CH2:51][C:52]2[CH:57]=[CH:56][CH:55]=[CH:54][CH:53]=2)=[O:49])=[CH:63][CH:62]=1)#[N:65], predict the reactants needed to synthesize it. (2) The reactants are: [Cl:1][C:2]1[C:7]([Cl:8])=[C:6]([S:9](=[O:19])(=[O:18])[NH:10][C@@H:11]([CH2:16][CH3:17])[C:12]([F:15])([F:14])[F:13])[CH:5]=[CH:4][C:3]=1[C:20]1[S:24][C:23]([C:25]([O:27]CC)=O)=[N:22][C:21]=1[CH2:30][C:31]([O:34][CH3:35])([CH3:33])[CH3:32].O.[NH2:37][NH2:38]. Given the product [Cl:8][C:7]1[C:2]([Cl:1])=[C:3]([C:20]2[S:24][C:23]([C:25]([NH:37][NH2:38])=[O:27])=[N:22][C:21]=2[CH2:30][C:31]([O:34][CH3:35])([CH3:32])[CH3:33])[CH:4]=[CH:5][C:6]=1[S:9]([NH:10][C@@H:11]([CH2:16][CH3:17])[C:12]([F:13])([F:15])[F:14])(=[O:19])=[O:18], predict the reactants needed to synthesize it. (3) Given the product [Br:30][C:27]1[CH:28]=[CH:29][C:24]([NH:12][C:13]2[C:21]([NH:10][S:7]([C:4]3([CH2:1][CH:2]=[CH2:3])[CH2:5][CH2:6]3)(=[O:8])=[O:9])=[C:20]3[N:16]([CH2:17][CH2:18][CH2:19]3)[C:15](=[O:22])[C:14]=2[F:23])=[C:25]([F:31])[CH:26]=1, predict the reactants needed to synthesize it. The reactants are: [CH2:1]([C:4]1([S:7]([N:10]2[C:21]3[C:13](=[C:14]([F:23])[C:15](=[O:22])[N:16]4[C:20]=3[CH2:19][CH2:18][CH2:17]4)[N:12]([C:24]3[CH:29]=[CH:28][C:27]([Br:30])=[CH:26][C:25]=3[F:31])C2=O)(=[O:9])=[O:8])[CH2:6][CH2:5]1)[CH:2]=[CH2:3]. (4) Given the product [C:8]([C:10]1[CH:15]=[CH:14][CH:13]=[CH:12][CH:11]=1)#[C:7][C:1]1[CH:6]=[CH:5][CH:4]=[CH:3][CH:2]=1, predict the reactants needed to synthesize it. The reactants are: [C:1]1([C:7]#[CH:8])[CH:6]=[CH:5][CH:4]=[CH:3][CH:2]=1.Br[C:10]1[CH:15]=[CH:14][CH:13]=[CH:12][CH:11]=1.[I-].[Na+]. (5) Given the product [OH:1][C@@H:2]1[C@H:18]2[C@@H:9]([CH2:10][CH2:11][CH:12]3[C@:17]2([CH3:19])[CH2:16][CH2:15][CH2:14][CH2:13]3)[C@H:8]2[C@@:4]([CH3:23])([C@@H:5]([C:20](=[O:22])[CH3:21])[CH2:6][CH2:7]2)[CH2:3]1, predict the reactants needed to synthesize it. The reactants are: [OH:1][C@@H:2]1[C@H:18]2[C@@H:9]([CH2:10][CH:11]=[C:12]3[C@:17]2([CH3:19])[CH2:16][CH2:15][CH:14]=[CH:13]3)[C@H:8]2[C@@:4]([CH3:23])([C@@H:5]([C:20](=[O:22])[CH3:21])[CH2:6][CH2:7]2)[CH2:3]1.[H][H]. (6) Given the product [Cl:23][C:18]1[CH:19]=[CH:20][CH:21]=[CH:22][C:17]=1[C:4]1[N:3]=[C:2]([NH:28][CH2:24][CH:25]([CH3:27])[CH3:26])[C:7]([C:8]#[N:9])=[CH:6][C:5]=1[C:10]1[CH:11]=[CH:12][C:13]([Cl:16])=[CH:14][CH:15]=1, predict the reactants needed to synthesize it. The reactants are: Cl[C:2]1[C:7]([C:8]#[N:9])=[CH:6][C:5]([C:10]2[CH:15]=[CH:14][C:13]([Cl:16])=[CH:12][CH:11]=2)=[C:4]([C:17]2[CH:22]=[CH:21][CH:20]=[CH:19][C:18]=2[Cl:23])[N:3]=1.[CH2:24]([NH2:28])[CH:25]([CH3:27])[CH3:26]. (7) The reactants are: [Cl:1][S:2]([OH:5])(=O)=[O:3].[F:6][C:7]([F:20])([F:19])[C:8]([N:10]1[C:18]2[C:13](=[CH:14][CH:15]=[CH:16][CH:17]=2)[CH2:12][CH2:11]1)=[O:9].S(Cl)(Cl)=O. Given the product [F:20][C:7]([F:6])([F:19])[C:8]([N:10]1[C:18]2[C:13](=[CH:14][C:15]([S:2]([Cl:1])(=[O:5])=[O:3])=[CH:16][CH:17]=2)[CH2:12][CH2:11]1)=[O:9], predict the reactants needed to synthesize it. (8) Given the product [N:46]12[CH2:51][CH2:50][CH:49]([CH2:48][CH2:47]1)[C@H:44]([NH:43][C:16]([C:12]1[CH:13]=[CH:14][CH:15]=[C:9]3[O:8][C:7]([C:5]4[S:6][C:2]([CH3:1])=[CH:3][CH:4]=4)=[N:11][C:10]=13)=[O:18])[CH2:45]2, predict the reactants needed to synthesize it. The reactants are: [CH3:1][C:2]1[S:6][C:5]([C:7]2[O:8][C:9]3[C:10](=[C:12]([C:16]([OH:18])=O)[CH:13]=[CH:14][CH:15]=3)[N:11]=2)=[CH:4][CH:3]=1.Cl.C(N=C=NCCCN(C)C)C.ON1C2C=CC=CC=2N=N1.Cl.Cl.[NH2:43][C@H:44]1[CH:49]2[CH2:50][CH2:51][N:46]([CH2:47][CH2:48]2)[CH2:45]1.C(N(CC)CC)C.